From a dataset of Forward reaction prediction with 1.9M reactions from USPTO patents (1976-2016). Predict the product of the given reaction. (1) Given the reactants [ClH:1].[CH2:2]([O:9][C:10]1[CH:15]=[CH:14][C:13]([NH:16][NH2:17])=[CH:12][CH:11]=1)[C:3]1[CH:8]=[CH:7][CH:6]=[CH:5][CH:4]=1.[F:18][C:19]([F:43])([F:42])[C:20](=O)[CH2:21][C:22]([C:24]1[CH:40]=[CH:39][C:27]([O:28][CH2:29][CH2:30][NH:31]C(=O)OC(C)(C)C)=[CH:26][CH:25]=1)=O, predict the reaction product. The product is: [ClH:1].[CH2:2]([O:9][C:10]1[CH:11]=[CH:12][C:13]([N:16]2[C:22]([C:24]3[CH:40]=[CH:39][C:27]([O:28][CH2:29][CH2:30][NH2:31])=[CH:26][CH:25]=3)=[CH:21][C:20]([C:19]([F:18])([F:42])[F:43])=[N:17]2)=[CH:14][CH:15]=1)[C:3]1[CH:4]=[CH:5][CH:6]=[CH:7][CH:8]=1. (2) Given the reactants [F:1][C:2]([F:10])([F:9])[CH:3]([OH:8])[C:4]([F:7])([F:6])[F:5].ClC(Cl)(O[C:15](=[O:21])OC(Cl)(Cl)Cl)Cl.CCN(C(C)C)C(C)C.[N:32]1([CH2:38][C:39]2[CH:44]=[CH:43][C:42]([C:45]([F:48])([F:47])[F:46])=[CH:41][C:40]=2[N:49]2[CH2:53][CH2:52][C@@H:51]([NH:54][S:55]([CH3:58])(=[O:57])=[O:56])[CH2:50]2)[CH2:37][CH2:36][NH:35][CH2:34][CH2:33]1, predict the reaction product. The product is: [CH3:58][S:55]([NH:54][C@@H:51]1[CH2:52][CH2:53][N:49]([C:40]2[CH:41]=[C:42]([C:45]([F:48])([F:46])[F:47])[CH:43]=[CH:44][C:39]=2[CH2:38][N:32]2[CH2:37][CH2:36][N:35]([C:15]([O:8][CH:3]([C:4]([F:7])([F:6])[F:5])[C:2]([F:10])([F:9])[F:1])=[O:21])[CH2:34][CH2:33]2)[CH2:50]1)(=[O:56])=[O:57]. (3) Given the reactants CC1C=CC(S(O[C:12]2[C:21]3[C:20](=[O:22])[N:19]([CH2:23][C:24]4[CH:29]=[CH:28][C:27]([O:30][CH3:31])=[CH:26][CH:25]=4)[C:18](=[O:32])[N:17]([C:33]4[CH:38]=[CH:37][C:36]([I:39])=[CH:35][C:34]=4[F:40])[C:16]=3[N:15]([CH3:41])[C:14](=[O:42])[C:13]=2[CH3:43])(=O)=O)=CC=1.[CH:44]1([S:47]([C:50]2[CH:51]=[C:52]([CH:54]=[CH:55][CH:56]=2)[NH2:53])(=[O:49])=[O:48])[CH2:46][CH2:45]1.N1C(C)=CC=CC=1C.O, predict the reaction product. The product is: [CH:44]1([S:47]([C:50]2[CH:51]=[C:52]([NH:53][C:12]3[C:21]4[C:20](=[O:22])[N:19]([CH2:23][C:24]5[CH:29]=[CH:28][C:27]([O:30][CH3:31])=[CH:26][CH:25]=5)[C:18](=[O:32])[N:17]([C:33]5[CH:38]=[CH:37][C:36]([I:39])=[CH:35][C:34]=5[F:40])[C:16]=4[N:15]([CH3:41])[C:14](=[O:42])[C:13]=3[CH3:43])[CH:54]=[CH:55][CH:56]=2)(=[O:49])=[O:48])[CH2:46][CH2:45]1. (4) Given the reactants [CH:1]([CH:3]1[CH2:8][CH2:7][CH2:6][CH2:5][CH2:4]1)=[CH2:2].C(O)/C=C\[CH2:12][OH:13], predict the reaction product. The product is: [CH:3]1([CH:1]=[CH:2][CH2:12][OH:13])[CH2:8][CH2:7][CH2:6][CH2:5][CH2:4]1. (5) The product is: [Cl:1][C:2]1[C:3]2[CH2:16][CH2:17][C:18](=[O:20])[C:4]=2[C:5]2[C:9]([CH:10]=1)=[N:8][N:7]([CH3:11])[CH:6]=2. Given the reactants [Cl:1][C:2]1[C:3]([CH2:16][CH2:17][C:18]([O:20]C)=O)=[C:4](C(OC)=O)[C:5]2[C:9]([CH:10]=1)=[N:8][N:7]([CH3:11])[CH:6]=2.CO.C[O-].[Na+].S(=O)(=O)(O)O.[OH-].[Na+], predict the reaction product. (6) Given the reactants [CH3:1][N:2]([CH3:18])[S:3]([N:6]1[CH:10]=[CH:9][N:8]=[C:7]1[Si:11]([C:14]([CH3:17])([CH3:16])[CH3:15])([CH3:13])[CH3:12])(=[O:5])=[O:4].C([Li])CCC.[F:24][C:25]1[C:32]([F:33])=[CH:31][CH:30]=[CH:29][C:26]=1[CH2:27]Br, predict the reaction product. The product is: [CH3:1][N:2]([CH3:18])[S:3]([N:6]1[CH:10]=[C:9]([CH2:27][C:26]2[CH:29]=[CH:30][CH:31]=[C:32]([F:33])[C:25]=2[F:24])[N:8]=[C:7]1[Si:11]([C:14]([CH3:15])([CH3:17])[CH3:16])([CH3:13])[CH3:12])(=[O:4])=[O:5].